Dataset: Reaction yield outcomes from USPTO patents with 853,638 reactions. Task: Predict the reaction yield, written as a fraction of the theoretical maximum amount of product (1.0 means a 100% yield; for example, 0.34 means a 34% yield). (1) The reactants are [C:1]([Si:5]([CH3:25])([CH3:24])[O:6][CH:7]([C:9]([CH3:23])([CH:21]=[CH2:22])[C:10](N1[C@@H](C(C)C)COC1=O)=[O:11])[CH3:8])([CH3:4])([CH3:3])[CH3:2].[OH:26]O.O.[OH-].[Li+]. The catalyst is O1CCCC1.O. The product is [C:1]([Si:5]([CH3:25])([CH3:24])[O:6][CH:7]([C:9]([CH3:23])([CH:21]=[CH2:22])[C:10]([OH:11])=[O:26])[CH3:8])([CH3:2])([CH3:3])[CH3:4]. The yield is 0.400. (2) The reactants are Br[C:2]1[CH:7]=[CH:6][C:5]([O:8][CH:9]([CH3:11])[CH3:10])=[CH:4][CH:3]=1.[OH:12][C:13]1[CH:18]=[C:17]([CH3:19])[C:16]([C:20](=[O:22])[CH3:21])=[C:15]([CH3:23])[CH:14]=1.Cl.CN(C)CC(O)=O.C(=O)([O-])[O-].[Cs+].[Cs+]. The catalyst is O1CCOCC1.[Cu](I)I.O. The product is [CH:9]([O:8][C:5]1[CH:6]=[CH:7][C:2]([O:12][C:13]2[CH:14]=[C:15]([CH3:23])[C:16]([C:20](=[O:22])[CH3:21])=[C:17]([CH3:19])[CH:18]=2)=[CH:3][CH:4]=1)([CH3:11])[CH3:10]. The yield is 0.790. (3) The reactants are [Si:1]([O:18][CH2:19][C:20]([C:23]1[CH:27]=[C:26]([NH:28][C:29]([NH:31][C@@H:32]2[C:41]3[C:36](=[CH:37][CH:38]=[CH:39][CH:40]=3)[C@H:35]([O:42][C:43]3[CH:44]=[CH:45][C:46]4[N:47]([C:49]([N:52]5[CH2:57][CH2:56][CH2:55][CH2:54][C@@H:53]5[CH3:58])=[N:50][N:51]=4)[CH:48]=3)[CH2:34][CH2:33]2)=[O:30])[N:25]([C:59]2[CH:64]=[CH:63][CH:62]=[C:61]([O:65][CH2:66][CH2:67][O:68]C3CCCCO3)[CH:60]=2)[N:24]=1)([CH3:22])[CH3:21])([C:14]([CH3:17])([CH3:16])[CH3:15])([C:8]1[CH:13]=[CH:12][CH:11]=[CH:10][CH:9]=1)[C:2]1[CH:7]=[CH:6][CH:5]=[CH:4][CH:3]=1.C1(C)C=CC(S([O-])(=O)=O)=CC=1.[NH+]1C=CC=CC=1. The catalyst is CO. The product is [Si:1]([O:18][CH2:19][C:20]([C:23]1[CH:27]=[C:26]([NH:28][C:29]([NH:31][C@@H:32]2[C:41]3[C:36](=[CH:37][CH:38]=[CH:39][CH:40]=3)[C@H:35]([O:42][C:43]3[CH:44]=[CH:45][C:46]4[N:47]([C:49]([N:52]5[CH2:57][CH2:56][CH2:55][CH2:54][C@@H:53]5[CH3:58])=[N:50][N:51]=4)[CH:48]=3)[CH2:34][CH2:33]2)=[O:30])[N:25]([C:59]2[CH:64]=[CH:63][CH:62]=[C:61]([O:65][CH2:66][CH2:67][OH:68])[CH:60]=2)[N:24]=1)([CH3:21])[CH3:22])([C:14]([CH3:15])([CH3:17])[CH3:16])([C:8]1[CH:13]=[CH:12][CH:11]=[CH:10][CH:9]=1)[C:2]1[CH:3]=[CH:4][CH:5]=[CH:6][CH:7]=1. The yield is 0.750. (4) The reactants are [Br:1][C:2]1[CH:3]=[C:4]2[C:8](=[CH:9][CH:10]=1)[N:7]([CH2:11][CH2:12]Cl)[N:6]=[CH:5]2.[I-].[K+].[NH:16]1[CH2:21][CH2:20][O:19][CH2:18][CH2:17]1. The catalyst is CN1C(=O)CCC1. The product is [Br:1][C:2]1[CH:3]=[C:4]2[C:8](=[CH:9][CH:10]=1)[N:7]([CH2:11][CH2:12][N:16]1[CH2:21][CH2:20][O:19][CH2:18][CH2:17]1)[N:6]=[CH:5]2. The yield is 0.920. (5) The reactants are [Br:1][C:2]1[CH:34]=[CH:33][C:5]([CH2:6][NH:7][N:8]2[C:13](=[O:14])[C:12]3[CH2:15][CH2:16][N:17](C(OC(C)(C)C)=O)[CH2:18][C:11]=3[N:10]=[C:9]2[C:26]2[CH:31]=[CH:30][C:29]([F:32])=[CH:28][CH:27]=2)=[CH:4][CH:3]=1.FC(F)(F)C(O)=O. The catalyst is C(Cl)Cl.C(OCC)(=O)C. The product is [Br:1][C:2]1[CH:34]=[CH:33][C:5]([CH2:6][NH:7][N:8]2[C:13](=[O:14])[C:12]3[CH2:15][CH2:16][NH:17][CH2:18][C:11]=3[N:10]=[C:9]2[C:26]2[CH:27]=[CH:28][C:29]([F:32])=[CH:30][CH:31]=2)=[CH:4][CH:3]=1. The yield is 0.840. (6) The reactants are [C:1]([O:4][CH2:5][C:6]([C@:8]1([O:29][C:30](=[O:32])[CH3:31])[C@:24]2([CH3:25])[C@H:11]([C@H:12]3[C@H:21]([C:22](=[O:26])[CH2:23]2)[C@:20]2([CH3:27])[C:15](=[CH:16][C:17](=[O:28])[CH:18]=[CH:19]2)[CH2:14][CH2:13]3)[CH2:10][CH2:9]1)=[O:7])(=[O:3])[CH3:2].[BH4-].[Na+]. The catalyst is C1COCC1.CO.Cl. The product is [C:1]([O:4][CH2:5][C:6]([C@:8]1([O:29][C:30](=[O:32])[CH3:31])[C@:24]2([CH3:25])[C@H:11]([C@H:12]3[C@H:21]([CH:22]([OH:26])[CH2:23]2)[C@:20]2([CH3:27])[C:15](=[CH:16][C:17](=[O:28])[CH:18]=[CH:19]2)[CH2:14][CH2:13]3)[CH2:10][CH2:9]1)=[O:7])(=[O:3])[CH3:2]. The yield is 0.456. (7) The reactants are [Br:1][C:2]1[CH:7]=[CH:6][C:5]([N:8]2[C:13]3=[N:14][C:15]4[C:16](=[C:17]([C:22](OC)=[O:23])[CH:18]=[CH:19][C:20]=4[Cl:21])[N:12]3[CH2:11][CH2:10][CH2:9]2)=[C:4]([Cl:26])[CH:3]=1.[BH4-].[Li+]. The catalyst is O1CCCC1. The product is [Br:1][C:2]1[CH:7]=[CH:6][C:5]([N:8]2[C:13]3=[N:14][C:15]4[C:20]([Cl:21])=[CH:19][CH:18]=[C:17]([CH2:22][OH:23])[C:16]=4[N:12]3[CH2:11][CH2:10][CH2:9]2)=[C:4]([Cl:26])[CH:3]=1. The yield is 0.900. (8) The reactants are [CH3:1][C:2]1([CH3:16])[C:10]2[C:5](=[CH:6][C:7]([N+:13]([O-:15])=[O:14])=[C:8]([O:11][CH3:12])[CH:9]=2)[NH:4][CH2:3]1.[CH3:17][CH2:18][N:19]([CH:23](C)C)[CH:20](C)C.BrCC(Cl)=[O:29].CNC.C(=O)(O)[O-].[Na+]. The catalyst is O1CCCC1. The product is [CH3:1][C:2]1([CH3:16])[C:10]2[C:5](=[CH:6][C:7]([N+:13]([O-:15])=[O:14])=[C:8]([O:11][CH3:12])[CH:9]=2)[N:4]([C:17](=[O:29])[CH2:18][N:19]([CH3:23])[CH3:20])[CH2:3]1. The yield is 0.650.